Dataset: Forward reaction prediction with 1.9M reactions from USPTO patents (1976-2016). Task: Predict the product of the given reaction. (1) Given the reactants [C:1]1([C:7]([NH:9]N)=O)[CH:6]=CC=CC=1.[CH:11]([C:14]([CH:16]([CH3:18])[CH3:17])=O)([CH3:13])C.[C:19](O)(=O)[CH3:20], predict the reaction product. The product is: [CH3:19][C:20]1[C:16]([CH3:17])([CH3:18])[C:14]2[C:7](=[CH:1][CH:6]=[CH:13][CH:11]=2)[N:9]=1. (2) Given the reactants [Cl:1][C:2]1[CH:3]=[C:4]([NH2:18])[C:5]([NH2:17])=[CH:6][C:7]=1[O:8][C:9]1[CH:14]=[CH:13][C:12]([F:15])=[CH:11][C:10]=1[F:16].O.C(=O)(O)[O-].[Na+].[F:25][C:26]([F:37])([F:36])[C:27]([F:35])([F:34])[C:28]([F:33])([F:32])[C:29](O)=O, predict the reaction product. The product is: [Cl:1][C:2]1[C:7]([O:8][C:9]2[CH:14]=[CH:13][C:12]([F:15])=[CH:11][C:10]=2[F:16])=[CH:6][C:5]2[NH:17][C:29]([C:28]([F:32])([F:33])[C:27]([F:34])([F:35])[C:26]([F:37])([F:36])[F:25])=[N:18][C:4]=2[CH:3]=1. (3) The product is: [F:35][C:36]1[CH:41]=[C:40]([F:42])[CH:39]=[CH:38][C:37]=1[C:14]1[CH:15]=[C:10]([CH:5]([CH2:6][CH:7]([CH3:9])[CH3:8])[C:4]([OH:3])=[O:34])[CH:11]=[C:12]([C:24]2[CH:29]=[CH:28][C:27]([C:30]([F:33])([F:32])[F:31])=[CH:26][CH:25]=2)[CH:13]=1. Given the reactants C([O:3][C:4](=[O:34])[CH:5]([C:10]1[CH:11]=[C:12]([C:24]2[CH:29]=[CH:28][C:27]([C:30]([F:33])([F:32])[F:31])=[CH:26][CH:25]=2)[CH:13]=[C:14](OS(C(F)(F)F)(=O)=O)[CH:15]=1)[CH2:6][CH:7]([CH3:9])[CH3:8])C.[F:35][C:36]1[CH:41]=[C:40]([F:42])[CH:39]=[CH:38][C:37]=1B(O)O, predict the reaction product. (4) Given the reactants FC(F)(F)C(O)=O.[CH2:8]([O:10][C:11](=[O:33])[CH2:12][N:13]1[CH2:18][C:17]2[CH:19]=[C:20](/[CH:23]=[CH:24]/[C:25]([O:27]C(C)(C)C)=[O:26])[CH:21]=[N:22][C:16]=2[NH:15][C:14]1=[O:32])[CH3:9].[Cl:34]CCl, predict the reaction product. The product is: [ClH:34].[CH2:8]([O:10][C:11](=[O:33])[CH2:12][N:13]1[CH2:18][C:17]2[CH:19]=[C:20](/[CH:23]=[CH:24]/[C:25]([OH:27])=[O:26])[CH:21]=[N:22][C:16]=2[NH:15][C:14]1=[O:32])[CH3:9]. (5) Given the reactants C(NC(C)C)(C)C.C([Li])CCC.[C:13]1([C:23]2[CH:28]=[CH:27][CH:26]=[CH:25][CH:24]=2)[CH:18]=[CH:17][C:16]([CH2:19][C:20]([OH:22])=[O:21])=[CH:15][CH:14]=1.Br[CH2:30][C:31]([CH3:33])=[CH2:32], predict the reaction product. The product is: [CH3:30][CH:31]([CH3:33])[CH:32]=[C:19]([C:16]1[CH:15]=[CH:14][C:13]([C:23]2[CH:24]=[CH:25][CH:26]=[CH:27][CH:28]=2)=[CH:18][CH:17]=1)[C:20]([OH:22])=[O:21].